From a dataset of Drug-target binding data from BindingDB using Ki measurements. Regression. Given a target protein amino acid sequence and a drug SMILES string, predict the binding affinity score between them. We predict pKi (pKi = -log10(Ki in M); higher means stronger inhibition). Dataset: bindingdb_ki. The drug is CC(Cc1c[nH]c2ccccc12)(NC(=O)OC1[C@H]2C[C@@H]3C[C@@H](C[C@H]1C3)C2)C(=O)N1CCC(C(=O)c2ccccc2)CC1. The target protein (P30553) has sequence MELLKLNRSVQGPGPGSGSSLCRPGVSLLNSSSAGNLSCDPPRIRGTGTRELEMAIRITLYAVIFLMSVGGNVLIIVVLGLSRRLRTVTNAFLLSLAVSDLLLAVACMPFTLLPNLMGTFIFGTVICKAISYLMGVSVSVSTLNLVAIALERYSAICRPLQARVWQTRSHAARVILATWLLSGLLMVPYPVYTMVQPVGPRVLQCMHRWPSARVQQTWSVLLLLLLFFIPGVVIAVAYGLISRELYLGLHFDGENDSETQSRARNQGGLPGGAAPGPVHQNGGCRPVTSVAGEDSDGCCVQLPRSRLEMTTLTTPTPGPVPGPRPNQAKLLAKKRVVRMLLVIVLLFFLCWLPVYSVNTWRAFDGPGAQRALSGAPISFIHLLSYVSACVNPLVYCFMHRRFRQACLDTCARCCPRPPRARPQPLPDEDPPTPSIASLSRLSYTTISTLGPG. The pKi is 5.5.